Dataset: Forward reaction prediction with 1.9M reactions from USPTO patents (1976-2016). Task: Predict the product of the given reaction. Given the reactants [F:1][C:2]1[CH:9]=[CH:8][C:7]([OH:10])=[CH:6][C:3]=1[CH2:4][OH:5].Cl.[N:12]1[CH:17]=[CH:16][CH:15]=[C:14]([CH2:18]Cl)[CH:13]=1.Cl[C:21]([N:23]1[C@H:28]([CH3:29])[CH2:27][N:26](C(OC(C)(C)C)=O)[CH2:25][C@@H:24]1[CH3:37])=[O:22], predict the reaction product. The product is: [CH3:37][C@H:24]1[CH2:25][NH:26][CH2:27][C@@H:28]([CH3:29])[N:23]1[C:21]([O:5][CH2:4][C:3]1[CH:6]=[C:7]([O:10][CH2:18][C:14]2[CH:13]=[N:12][CH:17]=[CH:16][CH:15]=2)[CH:8]=[CH:9][C:2]=1[F:1])=[O:22].